From a dataset of NCI-60 drug combinations with 297,098 pairs across 59 cell lines. Regression. Given two drug SMILES strings and cell line genomic features, predict the synergy score measuring deviation from expected non-interaction effect. (1) Drug 1: CS(=O)(=O)OCCCCOS(=O)(=O)C. Drug 2: CCN(CC)CCCC(C)NC1=C2C=C(C=CC2=NC3=C1C=CC(=C3)Cl)OC. Cell line: ACHN. Synergy scores: CSS=25.3, Synergy_ZIP=-6.77, Synergy_Bliss=-4.00, Synergy_Loewe=-12.4, Synergy_HSA=-2.14. (2) Drug 1: C1C(C(OC1N2C=NC3=C(N=C(N=C32)Cl)N)CO)O. Drug 2: C(CCl)NC(=O)N(CCCl)N=O. Cell line: UO-31. Synergy scores: CSS=43.1, Synergy_ZIP=0.193, Synergy_Bliss=0.758, Synergy_Loewe=-53.6, Synergy_HSA=-0.862. (3) Drug 1: CN1CCC(CC1)COC2=C(C=C3C(=C2)N=CN=C3NC4=C(C=C(C=C4)Br)F)OC. Drug 2: CCC1(C2=C(COC1=O)C(=O)N3CC4=CC5=C(C=CC(=C5CN(C)C)O)N=C4C3=C2)O.Cl. Cell line: SN12C. Synergy scores: CSS=36.4, Synergy_ZIP=-5.54, Synergy_Bliss=-0.499, Synergy_Loewe=-14.9, Synergy_HSA=2.09. (4) Drug 1: C(=O)(N)NO. Drug 2: C1=NC2=C(N=C(N=C2N1C3C(C(C(O3)CO)O)F)Cl)N. Cell line: HCT-15. Synergy scores: CSS=5.09, Synergy_ZIP=1.59, Synergy_Bliss=4.39, Synergy_Loewe=-6.54, Synergy_HSA=-0.308. (5) Cell line: A549. Synergy scores: CSS=22.1, Synergy_ZIP=-8.17, Synergy_Bliss=-1.14, Synergy_Loewe=-4.95, Synergy_HSA=-0.0844. Drug 2: C1CC(C1)(C(=O)O)C(=O)O.[NH2-].[NH2-].[Pt+2]. Drug 1: CS(=O)(=O)C1=CC(=C(C=C1)C(=O)NC2=CC(=C(C=C2)Cl)C3=CC=CC=N3)Cl. (6) Drug 1: C1CN1C2=NC(=NC(=N2)N3CC3)N4CC4. Drug 2: CN(C)N=NC1=C(NC=N1)C(=O)N. Cell line: SF-268. Synergy scores: CSS=35.5, Synergy_ZIP=-9.70, Synergy_Bliss=-0.105, Synergy_Loewe=-18.1, Synergy_HSA=1.22.